This data is from Forward reaction prediction with 1.9M reactions from USPTO patents (1976-2016). The task is: Predict the product of the given reaction. (1) The product is: [N:12]1[CH:17]=[CH:16][CH:15]=[C:14]([NH:18][C:19]([C:21]2[S:29][C:28]3[C:23](=[N:24][CH:25]=[CH:26][C:27]=3[NH:11][C:7]3[CH:8]=[C:9]4[C:4](=[CH:5][CH:6]=3)[NH:3][C:2]([CH3:1])=[CH:10]4)[CH:22]=2)=[O:20])[CH:13]=1. Given the reactants [CH3:1][C:2]1[NH:3][C:4]2[C:9]([CH:10]=1)=[CH:8][C:7]([NH2:11])=[CH:6][CH:5]=2.[N:12]1[CH:17]=[CH:16][CH:15]=[C:14]([NH:18][C:19]([C:21]2[S:29][C:28]3[C:23](=[N:24][CH:25]=[CH:26][C:27]=3Cl)[CH:22]=2)=[O:20])[CH:13]=1, predict the reaction product. (2) Given the reactants [N+:1]([C:4]1[CH:9]=[CH:8][CH:7]=[CH:6][C:5]=1[S:10](Cl)(=[O:12])=[O:11])([O-])=O.Cl.[CH3:15][O:16][C:17]1[CH:22]=[C:21]([O:23][CH3:24])[N:20]=[C:19]([NH2:25])[CH:18]=1.N1C=CC=CC=1.[C:32](N1C=CN=C1)(N1C=CN=C1)=[O:33].C(N(CC)CC)C, predict the reaction product. The product is: [CH3:15][O:16][C:17]1[CH:22]=[C:21]([O:23][CH3:24])[N:20]=[C:19]([N:25]2[C:32](=[O:33])[NH:1][C:4]3[CH:9]=[CH:8][CH:7]=[CH:6][C:5]=3[S:10]2(=[O:12])=[O:11])[CH:18]=1. (3) Given the reactants C1(CS(O[CH2:12][CH2:13][C@H:14]([NH:16][S:17]([CH2:20][C:21]2[CH:26]=[CH:25][CH:24]=[CH:23][CH:22]=2)(=[O:19])=[O:18])[CH3:15])(=O)=O)C=CC=CC=1.[Cl-:27].[Na+].CN(C)C=O, predict the reaction product. The product is: [Cl:27][CH2:12][CH2:13][C@H:14]([NH:16][S:17]([CH2:20][C:21]1[CH:26]=[CH:25][CH:24]=[CH:23][CH:22]=1)(=[O:19])=[O:18])[CH3:15]. (4) Given the reactants Cl[C:2]1[CH:7]=[C:6]([C:8]2[CH:13]=[CH:12][C:11]([S:14][C:15]3[CH:20]=[CH:19][CH:18]=[CH:17][C:16]=3[O:21][CH3:22])=[C:10]([C:23]([F:26])([F:25])[F:24])[CH:9]=2)[CH:5]=[CH:4][N:3]=1.OC1CCNC1.[CH2:33]([N:36]1[CH2:41][CH2:40][NH:39][CH2:38][CH2:37]1)[CH2:34][CH3:35], predict the reaction product. The product is: [CH3:22][O:21][C:16]1[CH:17]=[CH:18][CH:19]=[CH:20][C:15]=1[S:14][C:11]1[CH:12]=[CH:13][C:8]([C:6]2[CH:5]=[CH:4][N:3]=[C:2]([N:39]3[CH2:40][CH2:41][N:36]([CH2:33][CH2:34][CH3:35])[CH2:37][CH2:38]3)[CH:7]=2)=[CH:9][C:10]=1[C:23]([F:26])([F:25])[F:24]. (5) Given the reactants [CH3:1][C:2]1(O)[CH2:7][CH2:6][CH2:5][CH2:4][CH2:3]1.[OH:9][OH:10], predict the reaction product. The product is: [CH3:1][C:2]1([O:9][O:10][C:2]2([CH3:1])[CH2:7][CH2:6][CH2:5][CH2:4][CH2:3]2)[CH2:7][CH2:6][CH2:5][CH2:4][CH2:3]1. (6) Given the reactants Cl[C:2]1[CH:11]=[CH:10][C:9]2[C:4](=[CH:5][CH:6]=[C:7]([C:12]([F:15])([F:14])[F:13])[CH:8]=2)[N:3]=1.[OH-].[NH4+:17], predict the reaction product. The product is: [F:13][C:12]([F:15])([F:14])[C:7]1[CH:8]=[C:9]2[C:4](=[CH:5][CH:6]=1)[N:3]=[C:2]([NH2:17])[CH:11]=[CH:10]2. (7) Given the reactants COC1C=CC(P2(SP(C3C=CC(OC)=CC=3)(=S)S2)=[S:10])=CC=1.[C:23]1(/[CH:29]=[CH:30]/[CH2:31][C:32]([NH2:34])=O)[CH:28]=[CH:27][CH:26]=[CH:25][CH:24]=1, predict the reaction product. The product is: [C:23]1(/[CH:29]=[CH:30]/[CH2:31][C:32](=[S:10])[NH2:34])[CH:28]=[CH:27][CH:26]=[CH:25][CH:24]=1. (8) Given the reactants [F:1][C:2]1[CH:3]=[CH:4][C:5]2[N:9]=[N:8][NH:7][C:6]=2[CH:10]=1.[Cl:11][CH2:12][CH2:13][CH2:14][CH2:15]Br, predict the reaction product. The product is: [Cl:11][CH2:12][CH2:13][CH2:14][CH2:15][N:7]1[C:6]2[CH:10]=[C:2]([F:1])[CH:3]=[CH:4][C:5]=2[N:9]=[N:8]1. (9) Given the reactants Cl.[CH3:2][O:3][C:4](=[O:13])[C:5]1[CH:10]=[CH:9][C:8]([OH:11])=[C:7]([NH2:12])[CH:6]=1.C(N(CC)CC)C.[CH3:21][O:22][C:23](=[O:32])[C:24]1[CH:31]=[CH:30][C:27]([CH:28]=O)=[CH:26][CH:25]=1, predict the reaction product. The product is: [OH:11][C:8]1[CH:9]=[CH:10][C:5]([C:4]([O:3][CH3:2])=[O:13])=[CH:6][C:7]=1[N:12]=[CH:28][C:27]1[CH:26]=[CH:25][C:24]([C:23]([O:22][CH3:21])=[O:32])=[CH:31][CH:30]=1. (10) Given the reactants [C:1]([O:5][C:6]([N:8]1[CH2:13][CH2:12][NH:11][CH2:10][CH2:9]1)=[O:7])([CH3:4])([CH3:3])[CH3:2].[C:14]([CH2:16][C:17](OCC)=[O:18])#[N:15], predict the reaction product. The product is: [C:14]([CH2:16][C:17]([N:11]1[CH2:12][CH2:13][N:8]([C:6]([O:5][C:1]([CH3:4])([CH3:2])[CH3:3])=[O:7])[CH2:9][CH2:10]1)=[O:18])#[N:15].